Dataset: Forward reaction prediction with 1.9M reactions from USPTO patents (1976-2016). Task: Predict the product of the given reaction. Given the reactants Br[C:2]1[CH:3]=[N:4][C:5]([N:8]2[CH2:20][CH2:19][C:18]3[C:17]4[C:12](=[CH:13][CH:14]=[CH:15][CH:16]=4)[NH:11][C:10]=3[CH:9]2[C:21]2[CH:22]=[CH:23][C:24]3[O:28][CH2:27][CH2:26][C:25]=3[CH:29]=2)=[N:6][CH:7]=1.[CH3:30][N:31]1[CH:35]=[CH:34][N:33]=[C:32]1[CH3:36].C1C=CC(P(C2C=CC=CC=2)C2C=CC=CC=2)=CC=1.C([O-])([O-])=O.[K+].[K+].[OH-].[Na+], predict the reaction product. The product is: [O:28]1[C:24]2[CH:23]=[CH:22][C:21]([CH:9]3[C:10]4[NH:11][C:12]5[C:17](=[CH:16][CH:15]=[CH:14][CH:13]=5)[C:18]=4[CH2:19][CH2:20][N:8]3[C:5]3[N:4]=[CH:3][C:2]([C:35]4[N:31]([CH3:30])[C:32]([CH3:36])=[N:33][CH:34]=4)=[CH:7][N:6]=3)=[CH:29][C:25]=2[CH2:26][CH2:27]1.